The task is: Binary Classification. Given a miRNA mature sequence and a target amino acid sequence, predict their likelihood of interaction.. This data is from Experimentally validated miRNA-target interactions with 360,000+ pairs, plus equal number of negative samples. (1) The miRNA is hsa-miR-329-3p with sequence AACACACCUGGUUAACCUCUUU. The protein sequence of the target gene is MKQLQPQPPPKMGDFYDPEHPTPEEEENEAKIENVQKTGFIKGPMFKGVASSRFLPKGTKTKVNLEEQGRQKVSFSFSLTKKTLQNRFLTALGNEKQSDTPNPPAVPLQVDSTPKMKMEIGDTLSTAEESSPPKSRVELGKIHFKKHLLHVTSRPLLATTTAVASPPTHAAPLPAVIAESTTVDSPPSSPPPPPPPAQATTLSSPAPVTEPVALPHTPITVLMAAPVPLPVDVAVRSLKEPPIIIVPESLEADTKQDTISNSLEEHVTQILNEQADISSKKEDSHIGKDEEIPDSSKISL.... Result: 0 (no interaction). (2) The protein sequence of the target gene is MALHDMEDFTFDGTKRLSVNYVKGILQPTDTCDIWDKIWNFQAKPDDLLISTYPKAGTTWTQEIVELIQNEGDVEKSKRAPTHQRFPFLEMKIPSLGSGLEQAHAMPSPRILKTHLPFHLLPPSLLEKNCKIIYVARNPKDNMVSYYHFQRMNKALPAPGTWEEYFETFLAGKVCWGSWHEHVKGWWEAKDKHRILYLFYEDMKKNPKHEIQKLAEFIGKKLDDKVLDKIVHYTSFDVMKQNPMANYSSIPAEIMDHSISPFMRKGAVGDWKKHFTVAQNERFDEDYKKKMTDTRLTFHF.... Result: 0 (no interaction). The miRNA is mmu-miR-590-5p with sequence GAGCUUAUUCAUAAAAGUGCAG. (3) The miRNA is hsa-miR-382-5p with sequence GAAGUUGUUCGUGGUGGAUUCG. The protein sequence of the target gene is MEALEVDDISPALEVTEDFFSTFDSKLEKAVQQAEVYGIQEVPELVGHEVLGNIADNGALRSVASLGKGTMIWDHCKSRLLETKAQNVFPAKEQLMVQRGTAPDNLSWMAQKEASTFNFFNICQRRRDRPRSVNDLLDETTTFKPGHARSRSDVTHVDWRVVLSTMPLQQQQQQQQASLQGIHFPGPSFLLSSPSKVEDAQGNTEHKQTFPNILKKGYLEIRKNHDSYWQSCYAELSPYNLNFYSLDSSGNQNLYATYQLSHFQSISVLGNLEARMVDTVLYDNSQLQLKAESPWEALDW.... Result: 0 (no interaction). (4) The miRNA is hsa-miR-4742-3p with sequence UCUGUAUUCUCCUUUGCCUGCAG. The protein sequence of the target gene is MYRMQLLSCIALSLALVTNSAPTSSSTKKTQLQLEHLLLDLQMILNGINNYKNPKLTRMLTFKFYMPKKATELKHLQCLEEELKPLEEVLNLAQSKNFHLRPRDLISNINVIVLELKGSETTFMCEYADETATIVEFLNRWITFCQSIISTLT. Result: 0 (no interaction). (5) The miRNA is hsa-miR-362-3p with sequence AACACACCUAUUCAAGGAUUCA. The protein sequence of the target gene is MGNREMEELIPLVNRLQDAFSALGQSCLLELPQIAVVGGQSAGKSSVLENFVGRDFLPRGSGIVTRRPLVLQLVTSKAEYAEFLHCKGKKFTDFDEVRLEIEAETDRVTGMNKGISSIPINLRVYSPHVLNLTLIDLPGITKVPVGDQPPDIEYQIREMIMQFITRENCLILAVTPANTDLANSDALKLAKEVDPQGLRTIGVITKLDLMDEGTDARDVLENKLLPLRRGYVGVVNRSQKDIDGKKDIKAAMLAERKFFLSHPAYRHIADRMGTPHLQKVLNQQLTNHIRDTLPNFRNKL.... Result: 0 (no interaction). (6) The miRNA is hsa-miR-6849-5p with sequence GAGUGGAUAGGGGAGUGUGUGGA. The protein sequence of the target gene is MVDAGGVENITQLPQELPQMMAAAADGLGSIAIDTTQLNMSVTDPTAWATAMNNLGMVPVGLPGQQLVSDSICVPGFDPSLNMMTGITPINPMIPGLGLVPPPPPTEVAVVKEIIHCKSCTLFPQNPNLPPPSTRERPPGCKTVFVGGLPENATEEIIQEVFEQCGDITAIRKSKKNFCHIRFAEEFMVDKAIYLSGYRMRLGSSTDKKDSGRLHVDFAQARDDFYEWECKQRMRAREERHRRKLEEDRLRPPSPPAIMHYSEHEAALLAEKLKDDSKFSEAITVLLSWIERGEVNRRSA.... Result: 0 (no interaction). (7) The miRNA is hsa-miR-770-5p with sequence UCCAGUACCACGUGUCAGGGCCA. The protein sequence of the target gene is MSASAPAAEGEGTPTQPASEKEPEMPGPREESEEEEDEDDEEEEEEEKEKSLIVEGKREKKKVERLTMQVSSLQREPFTIAQGKGQKLCEIERIHFFLSKKKTDELRNLHKLLYNRPGTVSSLKKNVGQFSGFPFEKGSVQYKKKEEMLKKFRNAMLKSICEVLDLERSGVNSELVKRILNFLMHPKPSGKPLPKSKKTCSKGSKKERNSSGMARKAKRTKCPEILSDESSSDEDEKKNKEESSDDEDKESEEEPPKKTAKREKPKQKATSKSKKSVKSANVKKADSSTTKKNQNSSKKE.... Result: 1 (interaction). (8) The miRNA is hsa-miR-939-5p with sequence UGGGGAGCUGAGGCUCUGGGGGUG. The protein sequence of the target gene is MPLPVQVFNLQGAVEPMQIDVDPQEDPQNAPDVNYVVENPSLDLEQYAASYSGLMRIERLQFIADHCPTLRVEALKMALSFVQRTFNVDMYEEIHRKLSEATRSSLRELQNAPDAIPESGVEPPALDTAWVEATRKKALLKLEKLDTDLKNYKGNSIKESIRRGHDDLGDHYLDCGDLSNALKCYSRARDYCTSAKHVINMCLNVIKVSVYLQNWSHVLSYVSKAESTPEIAEQRGERDSQTQAILTKLKCAAGLAELAARKYKQAAKCLLLASFDHCDFPELLSPSNVAIYGGLCALAT.... Result: 1 (interaction). (9) The miRNA is mmu-miR-100-5p with sequence AACCCGUAGAUCCGAACUUGUG. The protein sequence of the target gene is MEPGTNSFQVEFPDFSSTILQKLNQQRQQGQLCDVSIVVQGHIFQAHKAVLAASSPYFCDQVLLKNSRRIVLPDVMNPRVFENILLFSYTGRLVMPAPEIVSYLTAASFLQMWHVVDKCTEVLEGNPTVLCQKLNHGSDHQSPSSSNYNGLVESFELGSGGHTDFPKAQELRDGENEEESTKDELSSQVTEHEYLPSNSSTEHDRLSTEMASQDGEEGTNDSTEFHYTRPLYSKPSIMAHRRWIHVKPERLEQAWDGMDVHAAYDEHQVTESVNTMQTDHSAQPSGAEEEFQIVEKKVEV.... Result: 0 (no interaction).